This data is from Full USPTO retrosynthesis dataset with 1.9M reactions from patents (1976-2016). The task is: Predict the reactants needed to synthesize the given product. (1) Given the product [O:12]=[C:13]1[CH:18]=[CH:17][CH:16]=[CH:15][N:14]1[C:19]1[CH:39]=[CH:38][C:22]([CH2:23][Br:8])=[CH:21][CH:20]=1, predict the reactants needed to synthesize it. The reactants are: C1C(=O)N([Br:8])C(=O)C1.S(C)C.[O:12]=[C:13]1[CH:18]=[CH:17][CH:16]=[CH:15][N:14]1[C:19]1[CH:39]=[CH:38][C:22]([CH2:23]N2C(CC3C=CC(C#N)=CC=3)=CN=C2)=[CH:21][CH:20]=1. (2) The reactants are: [N:1]1([CH2:7][CH2:8][O:9][C:10]2[CH:11]=[C:12]3[C:17](=[CH:18][CH:19]=2)[C:16](=[O:20])[NH:15][C:14](=[O:21])[CH2:13]3)[CH2:6][CH2:5][O:4][CH2:3][CH2:2]1.[C:22]([O:25][C:26](=O)C)(=O)C.COC(OC)OC. Given the product [CH3:22][O:25][CH:26]=[C:13]1[C:12]2[C:17](=[CH:18][CH:19]=[C:10]([O:9][CH2:8][CH2:7][N:1]3[CH2:6][CH2:5][O:4][CH2:3][CH2:2]3)[CH:11]=2)[C:16](=[O:20])[NH:15][C:14]1=[O:21], predict the reactants needed to synthesize it. (3) Given the product [CH3:16][O:17][C:18](=[O:30])[CH:19]([NH:20][C:21]([O:23][C:24]([CH3:26])([CH3:25])[CH3:27])=[O:22])[CH2:28][S:29][CH2:14][C:11]1[CH:12]=[CH:13][C:8]([C:5]2[CH:6]=[CH:7][C:2]([Br:1])=[CH:3][CH:4]=2)=[CH:9][CH:10]=1, predict the reactants needed to synthesize it. The reactants are: [Br:1][C:2]1[CH:7]=[CH:6][C:5]([C:8]2[CH:13]=[CH:12][C:11]([CH2:14]Br)=[CH:10][CH:9]=2)=[CH:4][CH:3]=1.[CH3:16][O:17][C:18](=[O:30])[C@H:19]([CH2:28][SH:29])[NH:20][C:21]([O:23][C:24]([CH3:27])([CH3:26])[CH3:25])=[O:22].C(=O)([O-])[O-].[Cs+].[Cs+].CN(C)C=O. (4) The reactants are: [C:1]([O:5][C:6]([N:8]1[CH2:13][CH:12]=[C:11]([C:14]2[O:15][CH:16]=[CH:17][C:18]=2[C:19]([O:21][CH3:22])=[O:20])[CH2:10][CH2:9]1)=[O:7])([CH3:4])([CH3:3])[CH3:2]. Given the product [C:1]([O:5][C:6]([N:8]1[CH2:13][CH2:12][CH:11]([C:14]2[O:15][CH:16]=[CH:17][C:18]=2[C:19]([O:21][CH3:22])=[O:20])[CH2:10][CH2:9]1)=[O:7])([CH3:4])([CH3:3])[CH3:2], predict the reactants needed to synthesize it. (5) Given the product [CH:2]1([CH2:5][O:6][C:7]2[CH:12]=[C:11]([F:13])[CH:10]=[CH:9][C:8]=2[C:14]2[C:15]3[NH:22][C:21]([CH3:23])=[C:20]([C:24]([NH:26][C@@H:27]4[CH2:31][CH2:30][N:29]([C:36](=[O:35])[CH2:37][OH:38])[CH2:28]4)=[O:25])[C:16]=3[N:17]=[CH:18][N:19]=2)[CH2:4][CH2:3]1, predict the reactants needed to synthesize it. The reactants are: Cl.[CH:2]1([CH2:5][O:6][C:7]2[CH:12]=[C:11]([F:13])[CH:10]=[CH:9][C:8]=2[C:14]2[C:15]3[NH:22][C:21]([CH3:23])=[C:20]([C:24]([NH:26][C@@H:27]4[CH2:31][CH2:30][NH:29][CH2:28]4)=[O:25])[C:16]=3[N:17]=[CH:18][N:19]=2)[CH2:4][CH2:3]1.C([O:35][CH2:36][C:37](Cl)=[O:38])(=O)C. (6) Given the product [Cl:9][C:10]1[CH:15]=[C:14]([Cl:16])[CH:13]=[CH:12][C:11]=1[C@@H:17]1[CH2:2][C@H:18]1[C:19](=[O:21])[CH3:20], predict the reactants needed to synthesize it. The reactants are: [I-].[CH3:2][S+](C)(C)=O.[OH-].[Na+].[Cl:9][C:10]1[CH:15]=[C:14]([Cl:16])[CH:13]=[CH:12][C:11]=1/[CH:17]=[CH:18]/[C:19](=[O:21])[CH3:20].